From a dataset of hERG Central: cardiac toxicity at 1µM, 10µM, and general inhibition. Predict hERG channel inhibition at various concentrations. The drug is Cn1c(N)c(C(=O)COC(=O)COc2ccc(Br)cc2)c(=O)n(C)c1=O. Results: hERG_inhib (hERG inhibition (general)): blocker.